Dataset: Full USPTO retrosynthesis dataset with 1.9M reactions from patents (1976-2016). Task: Predict the reactants needed to synthesize the given product. (1) Given the product [F:20][C:15]1[CH:16]=[CH:17][CH:18]=[CH:19][C:14]=1[C@H:11]1[CH2:12][NH:13][C:21](=[O:23])[C@@H:9]([NH:8][C:6](=[O:7])[O:5][CH2:1][CH2:4][CH2:33][CH3:34])[CH2:10]1, predict the reactants needed to synthesize it. The reactants are: [C:1]([O:5][C:6]([NH:8][C@H:9]([C:21]([O:23]C)=O)[CH2:10][CH:11]([C:14]1[CH:19]=[CH:18][CH:17]=[CH:16][C:15]=1[F:20])[C:12]#[N:13])=[O:7])([CH3:4])(C)C.[H][H].C(=O)([O-])[O-].[K+].[K+].[CH2:33](O)[CH3:34]. (2) Given the product [F:1][C:2]1[CH:7]=[CH:6][C:5]([C:8]2[C:12]([C:13]3[CH:18]=[CH:17][N:16]=[C:15]([S:36]([CH3:25])(=[O:39])=[O:37])[N:14]=3)=[CH:11][N:10]([CH:21]([CH3:22])[CH3:23])[N:9]=2)=[CH:4][CH:3]=1, predict the reactants needed to synthesize it. The reactants are: [F:1][C:2]1[CH:7]=[CH:6][C:5]([C:8]2[C:12]([C:13]3[CH:18]=[CH:17][N:16]=[C:15](SC)[N:14]=3)=[CH:11][N:10]([CH:21]([CH3:23])[CH3:22])[N:9]=2)=[CH:4][CH:3]=1.Cl[C:25]1C=CC=C(C(OO)=O)C=1.O.[S:36]([O-:39])([O-])=[O:37].[Na+].[Na+]. (3) The reactants are: [OH-:1].[Na+].[ClH:3].Cl[C:5]1[CH:6]=[C:7]([CH:10]=[CH:11][C:12]=1[C:13]1[N:17]([CH3:18])[C:16]([C:19]([CH3:31])([O:21][C:22]2[C:27]([F:28])=[CH:26][C:25]([F:29])=[CH:24][C:23]=2[F:30])[CH3:20])=[N:15][N:14]=1)[C:8]#N.C(O)C[OH:34]. Given the product [Cl:3][C:5]1[CH:6]=[C:7]([CH:10]=[CH:11][C:12]=1[C:13]1[N:17]([CH3:18])[C:16]([C:19]([CH3:31])([O:21][C:22]2[C:27]([F:28])=[CH:26][C:25]([F:29])=[CH:24][C:23]=2[F:30])[CH3:20])=[N:15][N:14]=1)[C:8]([OH:34])=[O:1], predict the reactants needed to synthesize it. (4) Given the product [I:12][C:3]1[CH:4]=[C:5]2[C:9]([C:8](=[O:11])[CH2:7][CH2:6]2)=[CH:10][C:2]=1[O:1][CH2:20][CH2:21][CH2:22][C:23]([O:25][CH2:26][CH3:27])=[O:24], predict the reactants needed to synthesize it. The reactants are: [OH:1][C:2]1[CH:10]=[C:9]2[C:5]([CH2:6][CH2:7][C:8]2=[O:11])=[CH:4][C:3]=1[I:12].C(=O)([O-])[O-].[Cs+].[Cs+].Br[CH2:20][CH2:21][CH2:22][C:23]([O:25][CH2:26][CH3:27])=[O:24]. (5) Given the product [CH3:1][O:2][C:3]1[CH:4]=[C:5]2[C:9](=[CH:10][CH:11]=1)[CH2:8][C@H:7]([N:12]1[CH2:21][C:20]3[C:15](=[CH:16][C:17]([C:22]([F:25])([F:23])[F:24])=[CH:18][CH:19]=3)[N:14]=[C:13]1[NH2:26])[CH2:6]2.[CH3:1][O:2][C:3]1[CH:4]=[C:5]2[C:9](=[CH:10][CH:11]=1)[CH2:8][C@@H:7]([N:12]1[CH2:21][C:20]3[C:15](=[CH:16][C:17]([C:22]([F:25])([F:23])[F:24])=[CH:18][CH:19]=3)[N:14]=[C:13]1[NH2:26])[CH2:6]2, predict the reactants needed to synthesize it. The reactants are: [CH3:1][O:2][C:3]1[CH:4]=[C:5]2[C:9](=[CH:10][CH:11]=1)[CH2:8][CH:7]([N:12]1[CH2:21][C:20]3[C:15](=[CH:16][C:17]([C:22]([F:25])([F:24])[F:23])=[CH:18][CH:19]=3)[N:14]=[C:13]1[NH2:26])[CH2:6]2. (6) Given the product [CH2:1]([O:3][C:4]([N:6]1[CH2:11][CH2:10][CH:9]([C:12]2[C:20]3[C:15](=[CH:16][C:17]([F:21])=[CH:18][CH:19]=3)[N:14]([CH2:27][CH2:28][C:29]3[CH:33]=[CH:32][S:31][CH:30]=3)[CH:13]=2)[CH2:8][CH2:7]1)=[O:5])[CH3:2], predict the reactants needed to synthesize it. The reactants are: [CH2:1]([O:3][C:4]([N:6]1[CH2:11][CH2:10][CH:9]([C:12]2[C:20]3[C:15](=[CH:16][C:17]([F:21])=[CH:18][CH:19]=3)[NH:14][CH:13]=2)[CH2:8][CH2:7]1)=[O:5])[CH3:2].CS(O[CH2:27][CH2:28][C:29]1[CH:33]=[CH:32][S:31][CH:30]=1)(=O)=O. (7) Given the product [CH2:1]([N:3]1[CH2:16][CH2:15][C:6]2[N:7]([CH2:18][CH2:17][C:19]3[CH:24]=[CH:23][N:22]=[CH:21][CH:20]=3)[C:8]3[CH:9]=[CH:10][C:11]([CH3:14])=[CH:12][C:13]=3[C:5]=2[CH2:4]1)[CH3:2], predict the reactants needed to synthesize it. The reactants are: [CH2:1]([N:3]1[CH2:16][CH2:15][C:6]2[NH:7][C:8]3[CH:9]=[CH:10][C:11]([CH3:14])=[CH:12][C:13]=3[C:5]=2[CH2:4]1)[CH3:2].[CH:17]([C:19]1[CH:24]=[CH:23][N:22]=[CH:21][CH:20]=1)=[CH2:18].[Na].FC(F)(F)C([O-])=O.